This data is from Full USPTO retrosynthesis dataset with 1.9M reactions from patents (1976-2016). The task is: Predict the reactants needed to synthesize the given product. (1) Given the product [CH3:15][C:11]1([CH3:16])[CH2:10][CH2:9][C:8]2[C:7]([CH3:17])=[N:6][C:5]3[S:4][C:3]4[C:18](=[O:19])[NH:20][CH:22]=[N:1][C:2]=4[C:14]=3[C:13]=2[CH2:12]1, predict the reactants needed to synthesize it. The reactants are: [NH2:1][C:2]1[C:14]2[C:13]3[CH2:12][C:11]([CH3:16])([CH3:15])[CH2:10][CH2:9][C:8]=3[C:7]([CH3:17])=[N:6][C:5]=2[S:4][C:3]=1[C:18]([NH2:20])=[O:19].O.[C:22]1(C)C=CC(S(O)(=O)=O)=CC=1. (2) The reactants are: [CH2:1]([Mg]Br)[CH3:2].[CH3:5][O:6][CH:7]1[CH2:11][N:10]([C:12]([O:14][CH2:15][C:16]2[CH:21]=[CH:20][CH:19]=[CH:18][CH:17]=2)=[O:13])[CH:9]([C:22]([O:24]C)=O)[CH2:8]1. Given the product [OH:24][C:22]1([CH:9]2[CH2:8][CH:7]([O:6][CH3:5])[CH2:11][N:10]2[C:12]([O:14][CH2:15][C:16]2[CH:17]=[CH:18][CH:19]=[CH:20][CH:21]=2)=[O:13])[CH2:2][CH2:1]1, predict the reactants needed to synthesize it. (3) Given the product [CH2:1]([O:3][C:4]([C:6]1[CH:35]=[CH:34][C:9]2[N:10]=[C:11]([NH:13][CH:14]3[CH2:19][CH2:18][N:17]([CH2:20][C:21]4[CH:26]=[C:25]([O:27][CH2:28][CH3:29])[C:24]([Cl:36])=[C:23]([O:31][CH2:32][CH3:33])[CH:22]=4)[CH2:16][CH2:15]3)[S:12][C:8]=2[CH:7]=1)=[O:5])[CH3:2], predict the reactants needed to synthesize it. The reactants are: [CH2:1]([O:3][C:4]([C:6]1[CH:35]=[CH:34][C:9]2[N:10]=[C:11]([NH:13][CH:14]3[CH2:19][CH2:18][N:17]([CH2:20][C:21]4[CH:26]=[C:25]([O:27][CH2:28][CH3:29])[C:24](F)=[C:23]([O:31][CH2:32][CH3:33])[CH:22]=4)[CH2:16][CH2:15]3)[S:12][C:8]=2[CH:7]=1)=[O:5])[CH3:2].[Cl:36]C1C(OCC)=CC(C=O)=CC=1OCC.C([BH3-])#N.[Na+].C(N(C(C)C)C(C)C)C.